This data is from Full USPTO retrosynthesis dataset with 1.9M reactions from patents (1976-2016). The task is: Predict the reactants needed to synthesize the given product. (1) Given the product [C:5]([O:9][C:10]([N:12]([CH2:16][C:17]1[CH:18]=[CH:19][C:20]([CH2:21][NH2:22])=[CH:23][CH:24]=1)[CH:13]([CH3:15])[CH3:14])=[O:11])([CH3:7])([CH3:8])[CH3:6], predict the reactants needed to synthesize it. The reactants are: B.CSC.[C:5]([O:9][C:10]([N:12]([CH2:16][C:17]1[CH:24]=[CH:23][C:20]([C:21]#[N:22])=[CH:19][CH:18]=1)[CH:13]([CH3:15])[CH3:14])=[O:11])([CH3:8])([CH3:7])[CH3:6].OS([O-])(=O)=O.[K+].[OH-].[Na+]. (2) Given the product [C:14]1([CH3:24])[CH:19]=[CH:18][C:17]([S:20]([O:13][CH:11]([CH2:10]/[CH:9]=[CH:8]/[C:4]2[CH:5]=[N:6][CH:7]=[C:2]([Br:1])[CH:3]=2)[CH3:12])(=[O:22])=[O:21])=[CH:16][CH:15]=1, predict the reactants needed to synthesize it. The reactants are: [Br:1][C:2]1[CH:3]=[C:4](/[CH:8]=[CH:9]/[CH2:10][CH:11]([OH:13])[CH3:12])[CH:5]=[N:6][CH:7]=1.[C:14]1([CH3:24])[CH:19]=[CH:18][C:17]([S:20](Cl)(=[O:22])=[O:21])=[CH:16][CH:15]=1. (3) Given the product [Br:1][C:2]1[C:7]([O:8][CH3:11])=[CH:6][CH:5]=[CH:4][N:3]=1, predict the reactants needed to synthesize it. The reactants are: [Br:1][C:2]1[C:7]([OH:8])=[CH:6][CH:5]=[CH:4][N:3]=1.IC.[C:11]([O-])([O-])=O.[K+].[K+]. (4) Given the product [F:14][C:15]1[CH:16]=[C:17]([S:22][C@@H:3]2[CH:4]3[CH2:7][CH2:8][N:1]([CH2:6][CH2:5]3)[CH2:2]2)[CH:18]=[CH:19][C:20]=1[F:21], predict the reactants needed to synthesize it. The reactants are: [N:1]12[CH2:8][CH2:7][CH:4]([CH2:5][CH2:6]1)[C@H:3](OS(C)(=O)=O)[CH2:2]2.[F:14][C:15]1[CH:16]=[C:17]([SH:22])[CH:18]=[CH:19][C:20]=1[F:21].